From a dataset of Full USPTO retrosynthesis dataset with 1.9M reactions from patents (1976-2016). Predict the reactants needed to synthesize the given product. (1) Given the product [N+:1]([C:4]1[CH:12]=[C:7]2[CH2:8][N:9]([C:20](=[O:22])[CH3:21])[CH2:10][CH2:11][N:6]2[N:5]=1)([O-:3])=[O:2], predict the reactants needed to synthesize it. The reactants are: [N+:1]([C:4]1[CH:12]=[C:7]2[CH2:8][NH:9][CH2:10][CH2:11][N:6]2[N:5]=1)([O-:3])=[O:2].C(N(CC)CC)C.[C:20](Cl)(=[O:22])[CH3:21]. (2) Given the product [CH3:1][C:2]1[CH:3]=[C:4]2[C:9](=[CH:10][C:11]=1[CH3:29])[O:8][CH:7]([C:20]([F:23])([F:21])[F:22])[C:6]([C:24]([OH:26])=[O:25])=[CH:5]2, predict the reactants needed to synthesize it. The reactants are: [CH3:1][C:2]1[CH:3]=[C:4]2[C:9](=[CH:10][C:11]=1OS(C(F)(F)F)(=O)=O)[O:8][CH:7]([C:20]([F:23])([F:22])[F:21])[C:6]([C:24]([O:26]CC)=[O:25])=[CH:5]2.[C:29](=O)([O-])[O-].[K+].[K+].CN(C=O)C.O.[OH-].[Li+].